Dataset: Forward reaction prediction with 1.9M reactions from USPTO patents (1976-2016). Task: Predict the product of the given reaction. (1) Given the reactants [Cl:1][C:2]1[CH:3]=[C:4]([C@@H:8]2[C@@H:13]([C:14]3[CH:19]=[CH:18][C:17]([Cl:20])=[CH:16][CH:15]=3)[N:12]([CH:21]3[CH2:25][CH2:24][CH:23]=[CH:22]3)[C:11](=[O:26])[C@:10]([CH2:28][C:29]([OH:31])=[O:30])([CH3:27])[CH2:9]2)[CH:5]=[CH:6][CH:7]=1.[OH2:32].CC([OH:37])(C)C.C[N+]1([O-])CCOCC1, predict the reaction product. The product is: [Cl:1][C:2]1[CH:3]=[C:4]([C@@H:8]2[C@@H:13]([C:14]3[CH:19]=[CH:18][C:17]([Cl:20])=[CH:16][CH:15]=3)[N:12]([C@H:21]3[CH2:25][CH2:24][C@@H:23]([OH:32])[C@H:22]3[OH:37])[C:11](=[O:26])[C@:10]([CH2:28][C:29]([OH:31])=[O:30])([CH3:27])[CH2:9]2)[CH:5]=[CH:6][CH:7]=1. (2) The product is: [Cl:15][C:12]1[CH:13]=[CH:14][C:9]([O:8][CH2:7][C:6]([OH:5])=[O:17])=[C:10]([C:26]#[C:25][C:21]2[CH:22]=[CH:23][CH:24]=[C:19]([Cl:18])[CH:20]=2)[CH:11]=1. Given the reactants C([O:5][C:6](=[O:17])[CH2:7][O:8][C:9]1[CH:14]=[CH:13][C:12]([Cl:15])=[CH:11][C:10]=1Br)(C)(C)C.[Cl:18][C:19]1[CH:20]=[C:21]([C:25]#[CH:26])[CH:22]=[CH:23][CH:24]=1, predict the reaction product. (3) Given the reactants [Br:1][C:2]1[CH:7]=[C:6]([N+:8]([O-])=O)[CH:5]=[CH:4][C:3]=1[C:11]1[O:15][CH:14]=[N:13][CH:12]=1.O.O.[Sn](Cl)Cl, predict the reaction product. The product is: [Br:1][C:2]1[CH:7]=[C:6]([CH:5]=[CH:4][C:3]=1[C:11]1[O:15][CH:14]=[N:13][CH:12]=1)[NH2:8]. (4) Given the reactants [C:1]1([CH:7]2[NH:12][CH2:11][CH2:10][N:9]([CH2:13][C:14]3[CH:19]=[CH:18][C:17]([C:20]4[CH:25]=[CH:24][CH:23]=[CH:22][C:21]=4[C:26]([F:29])([F:28])[F:27])=[CH:16][CH:15]=3)[CH2:8]2)[CH:6]=[CH:5][CH:4]=[CH:3][CH:2]=1.[CH:30](N(CC)C(C)C)(C)[CH3:31].BrCC, predict the reaction product. The product is: [CH2:30]([N:12]1[CH2:11][CH2:10][N:9]([CH2:13][C:14]2[CH:19]=[CH:18][C:17]([C:20]3[CH:25]=[CH:24][CH:23]=[CH:22][C:21]=3[C:26]([F:28])([F:29])[F:27])=[CH:16][CH:15]=2)[CH2:8][CH:7]1[C:1]1[CH:2]=[CH:3][CH:4]=[CH:5][CH:6]=1)[CH3:31]. (5) Given the reactants CS(N)(=O)=O.[Cl:6][C:7]1[CH:12]=[CH:11][CH:10]=[C:9]([CH:13]=[C:14]2[CH2:19][CH2:18][CH:17]([F:20])[CH2:16][CH2:15]2)[CH:8]=1.S([O-])([O-])(=[O:23])=S.[Na+].[Na+].[OH2:28], predict the reaction product. The product is: [Cl:6][C:7]1[CH:8]=[C:9]([C@H:13]([OH:23])[C:14]2([OH:28])[CH2:19][CH2:18][CH:17]([F:20])[CH2:16][CH2:15]2)[CH:10]=[CH:11][CH:12]=1. (6) Given the reactants F[C:2]1[CH:9]=[CH:8][C:7]([C:10]2[S:11][CH:12]=[CH:13][CH:14]=2)=[CH:6][C:3]=1[CH:4]=[O:5].[NH:15]1[CH2:19][CH2:18][CH2:17][CH2:16]1, predict the reaction product. The product is: [N:15]1([C:2]2[CH:9]=[CH:8][C:7]([C:10]3[S:11][CH:12]=[CH:13][CH:14]=3)=[CH:6][C:3]=2[CH:4]=[O:5])[CH2:19][CH2:18][CH2:17][CH2:16]1. (7) Given the reactants C([N:8]([CH2:34][C@@H:35]([C:37]1[CH:42]=[CH:41][CH:40]=[C:39]([Cl:43])[CH:38]=1)[OH:36])[CH2:9][CH2:10][CH2:11][C:12]1[CH:17]=[CH:16][C:15]([S:18]([C:21]2[CH:22]=[C:23]([CH:31]=[CH:32][CH:33]=2)[O:24][CH2:25][C:26]([O:28][CH2:29][CH3:30])=[O:27])(=[O:20])=[O:19])=[CH:14][CH:13]=1)C1C=CC=CC=1.Cl.C(OCC)(=O)C, predict the reaction product. The product is: [ClH:43].[Cl:43][C:39]1[CH:38]=[C:37]([C@@H:35]([OH:36])[CH2:34][NH:8][CH2:9][CH2:10][CH2:11][C:12]2[CH:13]=[CH:14][C:15]([S:18]([C:21]3[CH:22]=[C:23]([CH:31]=[CH:32][CH:33]=3)[O:24][CH2:25][C:26]([O:28][CH2:29][CH3:30])=[O:27])(=[O:19])=[O:20])=[CH:16][CH:17]=2)[CH:42]=[CH:41][CH:40]=1.